Dataset: NCI-60 drug combinations with 297,098 pairs across 59 cell lines. Task: Regression. Given two drug SMILES strings and cell line genomic features, predict the synergy score measuring deviation from expected non-interaction effect. (1) Drug 1: CNC(=O)C1=CC=CC=C1SC2=CC3=C(C=C2)C(=NN3)C=CC4=CC=CC=N4. Drug 2: COCCOC1=C(C=C2C(=C1)C(=NC=N2)NC3=CC=CC(=C3)C#C)OCCOC.Cl. Cell line: HCT-15. Synergy scores: CSS=8.76, Synergy_ZIP=1.84, Synergy_Bliss=10.8, Synergy_Loewe=8.21, Synergy_HSA=8.81. (2) Drug 1: CN(C)N=NC1=C(NC=N1)C(=O)N. Drug 2: CC(C)CN1C=NC2=C1C3=CC=CC=C3N=C2N. Cell line: CCRF-CEM. Synergy scores: CSS=16.7, Synergy_ZIP=-1.98, Synergy_Bliss=-4.64, Synergy_Loewe=-5.21, Synergy_HSA=-4.48. (3) Cell line: NCIH23. Drug 2: C1CC(C1)(C2=CC=C(C=C2)C3=C(C=C4C(=N3)C=CN5C4=NNC5=O)C6=CC=CC=C6)N. Synergy scores: CSS=26.0, Synergy_ZIP=-0.643, Synergy_Bliss=3.54, Synergy_Loewe=-14.4, Synergy_HSA=2.64. Drug 1: C1CNP(=O)(OC1)N(CCCl)CCCl. (4) Drug 1: COC1=C(C=C2C(=C1)N=CN=C2NC3=CC(=C(C=C3)F)Cl)OCCCN4CCOCC4. Drug 2: CC1=C2C(C(=O)C3(C(CC4C(C3C(C(C2(C)C)(CC1OC(=O)C(C(C5=CC=CC=C5)NC(=O)C6=CC=CC=C6)O)O)OC(=O)C7=CC=CC=C7)(CO4)OC(=O)C)O)C)OC(=O)C. Cell line: BT-549. Synergy scores: CSS=49.6, Synergy_ZIP=-4.33, Synergy_Bliss=-0.968, Synergy_Loewe=-1.85, Synergy_HSA=2.89. (5) Drug 1: C1=CC(=CC=C1CCC2=CNC3=C2C(=O)NC(=N3)N)C(=O)NC(CCC(=O)O)C(=O)O. Drug 2: COC1=C2C(=CC3=C1OC=C3)C=CC(=O)O2. Cell line: A549. Synergy scores: CSS=38.5, Synergy_ZIP=-8.12, Synergy_Bliss=-0.220, Synergy_Loewe=-13.8, Synergy_HSA=1.33. (6) Drug 1: C1=CC(=C2C(=C1NCCNCCO)C(=O)C3=C(C=CC(=C3C2=O)O)O)NCCNCCO. Drug 2: CC12CCC3C(C1CCC2OP(=O)(O)O)CCC4=C3C=CC(=C4)OC(=O)N(CCCl)CCCl.[Na+]. Cell line: CAKI-1. Synergy scores: CSS=48.1, Synergy_ZIP=-5.64, Synergy_Bliss=-7.18, Synergy_Loewe=-36.8, Synergy_HSA=-5.78.